This data is from Forward reaction prediction with 1.9M reactions from USPTO patents (1976-2016). The task is: Predict the product of the given reaction. (1) Given the reactants Br[C:2]1[C:10]2[N:9]3[CH2:11][CH2:12][CH2:13][NH:14][C:15](=[O:16])[C:8]3=[CH:7][C:6]=2[CH:5]=[C:4]([CH3:17])[CH:3]=1.[F:18][C:19]1[CH:24]=[CH:23][C:22](B(O)O)=[CH:21][CH:20]=1, predict the reaction product. The product is: [F:18][C:19]1[CH:24]=[CH:23][C:22]([C:2]2[C:10]3[N:9]4[CH2:11][CH2:12][CH2:13][NH:14][C:15](=[O:16])[C:8]4=[CH:7][C:6]=3[CH:5]=[C:4]([CH3:17])[CH:3]=2)=[CH:21][CH:20]=1. (2) Given the reactants [OH:1][CH2:2][C:3]1[CH:16]=[CH:15][C:14]2[O:13][C:12]3[C:7]4=[C:8]([C:17](=[O:20])[NH:18][N:19]=[C:6]4[C:5]=2[CH:4]=1)[CH:9]=[CH:10][CH:11]=3.[CH3:21][N:22]([CH3:27])[CH2:23][C:24](O)=[O:25].C(Cl)CCl, predict the reaction product. The product is: [O:20]=[C:17]1[C:8]2[CH:9]=[CH:10][CH:11]=[C:12]3[O:13][C:14]4[CH:15]=[CH:16][C:3]([CH2:2][O:1][C:24](=[O:25])[CH2:23][N:22]([CH3:27])[CH3:21])=[CH:4][C:5]=4[C:6]([C:7]=23)=[N:19][NH:18]1. (3) Given the reactants [CH:1]([C:4]1[CH:5]=[C:6](Br)[CH:7]=[C:8]([CH:10]([CH3:12])[CH3:11])[CH:9]=1)([CH3:3])[CH3:2].CN(C)CCN(C)C.C([Li])CCC.CCCCCC.[B:33](OC(C)C)([O:38]C(C)C)[O:34]C(C)C.Cl, predict the reaction product. The product is: [CH:1]([C:4]1[CH:5]=[C:6]([B:33]([OH:38])[OH:34])[CH:7]=[C:8]([CH:10]([CH3:12])[CH3:11])[CH:9]=1)([CH3:3])[CH3:2]. (4) Given the reactants Cl.[CH3:2][O:3][C:4]([C:6]1[CH:7]=[C:8]2[C:13](=[C:14]([C@H:16]3[CH2:20][CH2:19][CH2:18][N:17]3C(OC(C)(C)C)=O)[CH:15]=1)[O:12][C:11]([N:28]1[CH2:33][CH2:32][O:31][CH2:30][CH2:29]1)=[CH:10][C:9]2=[O:34])=[O:5], predict the reaction product. The product is: [O:31]1[CH2:30][CH2:29][N:28]([C:11]2[O:12][C:13]3[C:8]([C:9](=[O:34])[CH:10]=2)=[CH:7][C:6]([C:4]([O:3][CH3:2])=[O:5])=[CH:15][C:14]=3[C@H:16]2[CH2:20][CH2:19][CH2:18][NH:17]2)[CH2:33][CH2:32]1. (5) Given the reactants C(N[C:4]1[S:5][CH:6]=[C:7]([C:9](=[O:15])[C:10]([O:12][CH2:13][CH3:14])=[O:11])[N:8]=1)=O.C(OCC)(=O)C.[Br-:22].[K+].N([O-])=O.[Na+], predict the reaction product. The product is: [Br:22][C:4]1[S:5][CH:6]=[C:7]([C:9](=[O:15])[C:10]([O:12][CH2:13][CH3:14])=[O:11])[N:8]=1.